From a dataset of Forward reaction prediction with 1.9M reactions from USPTO patents (1976-2016). Predict the product of the given reaction. (1) Given the reactants I[C:2]1[C:10]2[CH2:9][O:8][CH2:7][C:6]=2[CH:5]=[CH:4][C:3]=1[NH2:11].[F-].[Cs+].[CH3:14]B(O)O, predict the reaction product. The product is: [CH3:14][C:2]1[C:10]2[CH2:9][O:8][CH2:7][C:6]=2[CH:5]=[CH:4][C:3]=1[NH2:11]. (2) Given the reactants [F:1][C:2]1[CH:7]=[CH:6][C:5]([N:8]2[C:16]3[C:11](=[CH:12][C:13]([O:17][C@H:18]([C:22]4[CH:27]=[CH:26][CH:25]=[C:24]([O:28][CH3:29])[CH:23]=4)[C@@H:19]([NH2:21])[CH3:20])=[CH:14][CH:15]=3)[CH:10]=[N:9]2)=[CH:4][CH:3]=1.[CH3:30][O:31][CH2:32][CH2:33][O:34][CH2:35][C:36](Cl)=[O:37], predict the reaction product. The product is: [F:1][C:2]1[CH:3]=[CH:4][C:5]([N:8]2[C:16]3[C:11](=[CH:12][C:13]([O:17][C@H:18]([C:22]4[CH:27]=[CH:26][CH:25]=[C:24]([O:28][CH3:29])[CH:23]=4)[C@@H:19]([NH:21][C:36](=[O:37])[CH2:35][O:34][CH2:33][CH2:32][O:31][CH3:30])[CH3:20])=[CH:14][CH:15]=3)[CH:10]=[N:9]2)=[CH:6][CH:7]=1.